From a dataset of Full USPTO retrosynthesis dataset with 1.9M reactions from patents (1976-2016). Predict the reactants needed to synthesize the given product. (1) Given the product [Cl:8][C:5]1[CH:6]=[CH:7][C:2]([C:29]2[CH2:30][CH2:31][C:24]3([CH2:25][CH2:26][NH:21][CH2:22][CH2:23]3)[CH2:27][CH:28]=2)=[CH:3][CH:4]=1, predict the reactants needed to synthesize it. The reactants are: Br[C:2]1[CH:7]=[CH:6][C:5]([Cl:8])=[CH:4][CH:3]=1.[Li]CCCC.C(OC([N:21]1[CH2:26][CH2:25][C:24]2([CH2:31][CH2:30][C:29](=O)[CH2:28][CH2:27]2)[CH2:23][CH2:22]1)=O)(C)(C)C. (2) Given the product [F:11][C:10]([F:13])([F:12])[CH2:9][O:8][C:5]1[CH:6]=[CH:7][C:2]([CH2:1][OH:16])=[N:3][CH:4]=1, predict the reactants needed to synthesize it. The reactants are: [CH3:1][C:2]1[CH:7]=[CH:6][C:5]([O:8][CH2:9][C:10]([F:13])([F:12])[F:11])=[CH:4][N+:3]=1[O-].C(=O)([O-])[O-:16].[K+].[K+].O. (3) Given the product [Br:1][C:2]1[C:7]([C:8]([O:10][CH3:15])=[O:9])=[C:6]([F:11])[C:5]([F:12])=[CH:4][CH:3]=1, predict the reactants needed to synthesize it. The reactants are: [Br:1][C:2]1[C:7]([C:8]([OH:10])=[O:9])=[C:6]([F:11])[C:5]([F:12])=[CH:4][CH:3]=1.CI.[C:15](=O)([O-])[O-].[K+].[K+].O. (4) Given the product [I-:1].[CH3:63][O:64][CH2:58][CH2:59][N:4]([CH2:47][CH2:48][O:52][CH3:49])[C:5]1[CH:6]=[CH:7][C:8]2[C:17]([CH:18]=1)=[S+:16][C:15]1[C:10](=[CH:11][CH:12]=[C:13]([N:24]3[CH2:25][CH2:30][CH2:29][CH2:28]3)[CH:14]=1)[N:9]=2, predict the reactants needed to synthesize it. The reactants are: [I-:1].[I-].[I-].[NH2:4][C:5]1[CH:6]=[CH:7][C:8]2[C:17]([CH:18]=1)=[S+:16][C:15]1[C:10](=[CH:11][CH:12]=[CH:13][CH:14]=1)[N:9]=2.NC1C=CC2C(C=1)=[S+][C:30]1[C:25](=CC=[CH:28][CH:29]=1)[N:24]=2.NC1C=CC2[C:47]([CH:48]=1)=[S+]C1C(=CC=CC=1)N=2.[C:49]([O-:52])([O-])=O.[Cs+].[Cs+].N1[CH2:59][CH2:58]CC1.CN([CH:63]=[O:64])C.